From a dataset of Forward reaction prediction with 1.9M reactions from USPTO patents (1976-2016). Predict the product of the given reaction. (1) Given the reactants [CH2:1]1[CH:6]2[NH:7][CH:3]([CH:4]([C:8]3[CH:13]=[CH:12][C:11]([Cl:14])=[N:10][CH:9]=3)[CH2:5]2)[CH2:2]1.Cl.Cl.C(N(CC)CC)C, predict the reaction product. The product is: [CH:13]1[C:8]([CH:4]2[CH:3]3[NH:7][CH:6]([CH2:1][CH2:2]3)[CH2:5]2)=[CH:9][N:10]=[C:11]([Cl:14])[CH:12]=1. (2) The product is: [Br:22][C:5]1[S:1][C:2]([C:6]2[CH:14]=[CH:13][C:9]([C:10]([OH:12])=[O:11])=[CH:8][CH:7]=2)=[CH:3][CH:4]=1. Given the reactants [S:1]1[CH:5]=[CH:4][CH:3]=[C:2]1[C:6]1[CH:14]=[CH:13][C:9]([C:10]([OH:12])=[O:11])=[CH:8][CH:7]=1.C1C(=O)N([Br:22])C(=O)C1, predict the reaction product. (3) Given the reactants [N:1]1([CH:10]([NH:14][C:15]([O:17][CH2:18][C:19]2[CH:24]=[CH:23][CH:22]=[CH:21][CH:20]=2)=[O:16])[C:11](O)=[O:12])C2C=CC=CC=2N=N1.C(Cl)(=O)C(Cl)=O.[NH2:31][C:32]1[C:37]([CH2:38][O:39][Si:40]([C:43]([CH3:46])([CH3:45])[CH3:44])([CH3:42])[CH3:41])=[CH:36][CH:35]=[CH:34][C:33]=1[C:47]([C:49]1[CH:54]=[CH:53][CH:52]=[C:51]([F:55])[CH:50]=1)=O.CN1CCOCC1.N.CO.C(O)(=O)C.C([O-])(=O)C.[NH4+], predict the reaction product. The product is: [Si:40]([O:39][CH2:38][C:37]1[C:32]2[NH:31][C:11](=[O:12])[CH:10]([NH:14][C:15](=[O:16])[O:17][CH2:18][C:19]3[CH:24]=[CH:23][CH:22]=[CH:21][CH:20]=3)[N:1]=[C:47]([C:49]3[CH:54]=[CH:53][CH:52]=[C:51]([F:55])[CH:50]=3)[C:33]=2[CH:34]=[CH:35][CH:36]=1)([C:43]([CH3:46])([CH3:45])[CH3:44])([CH3:42])[CH3:41]. (4) Given the reactants C[O:2][CH:3](OC)[CH2:4][CH2:5][N:6]1[CH:11]=[C:10]([C:12]2[S:13][CH:14]=[C:15]([CH3:17])[N:16]=2)[C:9](=[O:18])[NH:8][C:7]1=[O:19].Cl, predict the reaction product. The product is: [CH3:17][C:15]1[N:16]=[C:12]([C:10]2[C:9](=[O:18])[NH:8][C:7](=[O:19])[N:6]([CH2:5][CH2:4][CH:3]=[O:2])[CH:11]=2)[S:13][CH:14]=1. (5) The product is: [CH3:22][N:23]([CH3:25])[CH:24]=[C:3]([C:2]([C:9]1[CH:19]=[CH:18][C:12]2[O:13][CH2:14][C:15](=[O:17])[NH:16][C:11]=2[CH:10]=1)=[O:1])[C:4]([O:6][CH2:7][CH3:8])=[O:5]. Given the reactants [O:1]=[C:2]([C:9]1[CH:19]=[CH:18][C:12]2[O:13][CH2:14][C:15](=[O:17])[NH:16][C:11]=2[CH:10]=1)[CH2:3][C:4]([O:6][CH2:7][CH3:8])=[O:5].CO[CH:22](OC)[N:23]([CH3:25])[CH3:24], predict the reaction product. (6) Given the reactants [NH2:1][OH:2].O.[O:4]1[C:8]2[CH:9]=[CH:10][CH:11]=[CH:12][C:7]=2[C:6]([CH2:13][S:14](Cl)(=[O:16])=[O:15])=[N:5]1.S(Cl)(Cl)(=O)=O, predict the reaction product. The product is: [O:4]1[C:8]2[CH:9]=[CH:10][CH:11]=[CH:12][C:7]=2[C:6]([CH2:13][S:14]([NH:1][OH:2])(=[O:16])=[O:15])=[N:5]1.